Dataset: Reaction yield outcomes from USPTO patents with 853,638 reactions. Task: Predict the reaction yield, written as a fraction of the theoretical maximum amount of product (1.0 means a 100% yield; for example, 0.34 means a 34% yield). (1) The reactants are Cl.C([N:5]1[CH:10]([CH2:11][C:12]2[CH:17]=[CH:16][CH:15]=[CH:14][CH:13]=2)[C:9](=[O:18])[NH:8][C:7](=[CH:19][C:20]2[CH:25]=[CH:24][CH:23]=[CH:22][C:21]=2[Br:26])[C:6]1=[O:27])(=O)C. The catalyst is C1COCC1. The product is [CH2:11]([CH:10]1[NH:5][C:6](=[O:27])[C:7](=[CH:19][C:20]2[CH:25]=[CH:24][CH:23]=[CH:22][C:21]=2[Br:26])[NH:8][C:9]1=[O:18])[C:12]1[CH:17]=[CH:16][CH:15]=[CH:14][CH:13]=1. The yield is 0.750. (2) The reactants are [CH3:1][C:2]1[CH:9]=[C:8]([O:10][CH2:11][CH2:12][CH2:13][C:14]2[CH2:15][CH2:16][N:17]([CH3:20])[CH2:18][CH:19]=2)[CH:7]=[CH:6][C:3]=1[CH:4]=O.C[N:22]1CC=[C:25]([CH2:28][CH2:29][CH2:30]O)[CH2:24][CH2:23]1.N1C=CC=CC=1.C1(C)C=CC(S([Cl:47])(=O)=O)=CC=1.OC1C=CC(C=O)=C(C)C=1.C([O-])([O-])=O.[K+].[K+].C[N:66]([CH:68]=O)C. The catalyst is ClCCl.O. The product is [Cl:47][C:25]1[CH:28]=[C:29]([CH3:30])[C:68]2[N:66]=[C:4]([C:3]3[CH:6]=[CH:7][C:8]([O:10][CH2:11][CH2:12][CH2:13][C:14]4[CH2:15][CH2:16][N:17]([CH3:20])[CH2:18][CH:19]=4)=[CH:9][C:2]=3[CH3:1])[NH:22][C:23]=2[CH:24]=1. The yield is 0.0900. (3) The catalyst is CO. The yield is 0.360. The reactants are C(N(C(C)C)CC)(C)C.C1(N[S:17]([C:20]([F:23])([F:22])[F:21])(=[O:19])=[O:18])C=CC=CC=1.[CH3:24][O:25][C:26](=[O:41])[C:27]([NH:30][C:31]([C:33]1[C:38]([OH:39])=[CH:37][C:36]([OH:40])=[CH:35][N:34]=1)=[O:32])([CH3:29])[CH3:28]. The product is [CH3:24][O:25][C:26](=[O:41])[C:27]([NH:30][C:31]([C:33]1[C:38]([OH:39])=[CH:37][C:36]([O:40][S:17]([C:20]([F:21])([F:22])[F:23])(=[O:18])=[O:19])=[CH:35][N:34]=1)=[O:32])([CH3:29])[CH3:28]. (4) The reactants are Cl[C:2]1[C:30]([F:31])=[CH:29][CH:28]=[C:27]([F:32])[C:3]=1[CH2:4][N:5]1[CH2:10][CH2:9][NH:8][C:7]2[N:11]=[CH:12][C:13]([C:15]3[CH:16]=[N:17][C:18]([N:21]4[CH2:26][CH2:25][O:24][CH2:23][CH2:22]4)=[CH:19][CH:20]=3)=[CH:14][C:6]1=2.[C:33]([Cu])#[N:34]. The catalyst is CN(C=O)C. The product is [F:32][C:27]1[C:3]([CH2:4][N:5]2[CH2:10][CH2:9][NH:8][C:7]3[N:11]=[CH:12][C:13]([C:15]4[CH:16]=[N:17][C:18]([N:21]5[CH2:22][CH2:23][O:24][CH2:25][CH2:26]5)=[CH:19][CH:20]=4)=[CH:14][C:6]2=3)=[C:2]([C:30]([F:31])=[CH:29][CH:28]=1)[C:33]#[N:34]. The yield is 0.370. (5) The reactants are [CH3:1][N:2]1[CH:6]=[CH:5][N:4]=[N:3]1.C([Li])CCC.Cl[C:13]1[N:18]=[C:17]([O:19][CH3:20])[C:16]([N+:21]([O-:23])=[O:22])=[CH:15][CH:14]=1.O. The catalyst is C1COCC1.CN(C=O)C.[Cl-].[Zn+2].[Cl-].C1C=CC(P(C2C=CC=CC=2)C2C=CC=CC=2)=CC=1.C1C=CC(P(C2C=CC=CC=2)C2C=CC=CC=2)=CC=1.C1C=CC(P(C2C=CC=CC=2)C2C=CC=CC=2)=CC=1.C1C=CC(P(C2C=CC=CC=2)C2C=CC=CC=2)=CC=1.[Pd].CCOC(C)=O. The product is [CH3:20][O:19][C:17]1[C:16]([N+:21]([O-:23])=[O:22])=[CH:15][CH:14]=[C:13]([C:6]2[N:2]([CH3:1])[N:3]=[N:4][CH:5]=2)[N:18]=1. The yield is 0.410. (6) The reactants are [NH2:1][C:2]1[CH:7]=[CH:6][C:5]([C:8]2[N:9]([CH2:21][CH3:22])[C:10]3[C:15]([C:16]=2[C:17]#[N:18])=[CH:14][CH:13]=[C:12]([O:19][CH3:20])[CH:11]=3)=[CH:4][CH:3]=1.[Cl:23][CH2:24][CH2:25][N:26]=[C:27]=[O:28]. The product is [Cl:23][CH2:24][CH2:25][NH:26][C:27]([NH:1][C:2]1[CH:3]=[CH:4][C:5]([C:8]2[N:9]([CH2:21][CH3:22])[C:10]3[C:15]([C:16]=2[C:17]#[N:18])=[CH:14][CH:13]=[C:12]([O:19][CH3:20])[CH:11]=3)=[CH:6][CH:7]=1)=[O:28]. The yield is 0.910. The catalyst is C1COCC1. (7) The reactants are CN(C)C=O.C(=O)([O-])[O-].[K+].[K+].I[C:13]1[C:18]([O:19][C:20]2[C:29]3[C:24](=[CH:25][C:26]([O:32][CH3:33])=[C:27]([O:30][CH3:31])[CH:28]=3)[N:23]=[CH:22][CH:21]=2)=[CH:17][CH:16]=[C:15]([CH3:34])[N:14]=1.[OH:35][C:36]1[CH:41]=[CH:40][C:39](B(O)O)=[CH:38][CH:37]=1. The catalyst is O. The product is [CH3:31][O:30][C:27]1[CH:28]=[C:29]2[C:24](=[CH:25][C:26]=1[O:32][CH3:33])[N:23]=[CH:22][CH:21]=[C:20]2[O:19][C:18]1[C:13]([C:39]2[CH:40]=[CH:41][C:36]([OH:35])=[CH:37][CH:38]=2)=[N:14][C:15]([CH3:34])=[CH:16][CH:17]=1. The yield is 0.750. (8) The reactants are [Cl:1][C:2]1[O:6][C:5]([C:7]([NH:9][C@@H:10]([CH2:23][C:24]2[CH:29]=[CH:28][CH:27]=[CH:26][C:25]=2[C:30]([F:33])([F:32])[F:31])[CH2:11][N:12]2C(=O)C3C(=CC=CC=3)C2=O)=[O:8])=[CH:4][C:3]=1[C:34]1[N:38]([CH3:39])[N:37]=[CH:36][C:35]=1[Cl:40].NN. The catalyst is O1CCCC1.CO. The product is [NH2:12][CH2:11][C@@H:10]([NH:9][C:7]([C:5]1[O:6][C:2]([Cl:1])=[C:3]([C:34]2[N:38]([CH3:39])[N:37]=[CH:36][C:35]=2[Cl:40])[CH:4]=1)=[O:8])[CH2:23][C:24]1[CH:29]=[CH:28][CH:27]=[CH:26][C:25]=1[C:30]([F:33])([F:32])[F:31]. The yield is 0.650. (9) The reactants are [F:1][CH:2]([F:8])[C:3]([F:7])([F:6])[CH2:4]I.[N+:9]([C:12]1[CH:13]=[CH:14][C:15]([OH:18])=[N:16][CH:17]=1)([O-:11])=[O:10].C(=O)([O-])[O-].[K+].[K+]. The catalyst is CN(C=O)C. The product is [N+:9]([C:12]1[CH:13]=[CH:14][C:15]([O:18][CH2:4][C:3]([F:7])([F:6])[CH:2]([F:8])[F:1])=[N:16][CH:17]=1)([O-:11])=[O:10]. The yield is 0.750.